This data is from Full USPTO retrosynthesis dataset with 1.9M reactions from patents (1976-2016). The task is: Predict the reactants needed to synthesize the given product. (1) Given the product [NH2:15][C:11]1[CH:10]=[C:9]2[C:14](=[CH:13][CH:12]=1)[N:6]([C:4](=[O:5])[C:3]1[C:19]([Cl:23])=[CH:20][CH:21]=[CH:22][C:2]=1[Cl:1])[CH:7]=[C:8]2[CH3:18], predict the reactants needed to synthesize it. The reactants are: [Cl:1][C:2]1[CH:22]=[CH:21][CH:20]=[C:19]([Cl:23])[C:3]=1[C:4]([N:6]1[C:14]2[C:9](=[CH:10][C:11]([N+:15]([O-])=O)=[CH:12][CH:13]=2)[C:8]([CH3:18])=[CH:7]1)=[O:5].[NH4+].[Cl-]. (2) Given the product [CH2:1]([O:8][C:9]1[C:24]([O:25][CH3:26])=[CH:23][C:12]2[C:13](=[O:14])[N:15]3[CH2:20][CH2:19][CH2:18][CH2:17][C@H:16]3[CH:21]=[N:27][C:11]=2[CH:10]=1)[C:2]1[CH:3]=[CH:4][CH:5]=[CH:6][CH:7]=1, predict the reactants needed to synthesize it. The reactants are: [CH2:1]([O:8][C:9]1[C:24]([O:25][CH3:26])=[CH:23][C:12]([C:13]([N:15]2[CH2:20][CH2:19][CH2:18][CH2:17][C@H:16]2[CH:21]=O)=[O:14])=[C:11]([N+:27]([O-])=O)[CH:10]=1)[C:2]1[CH:7]=[CH:6][CH:5]=[CH:4][CH:3]=1.C1COCC1.O.[O-]S(S([O-])=O)=O.[Na+].[Na+]. (3) Given the product [CH:1]([N:4]1[CH:9]2[CH2:10][CH2:11][CH2:12][CH:5]1[CH2:6][C:7](=[N:21][OH:22])[CH2:8]2)([CH3:3])[CH3:2], predict the reactants needed to synthesize it. The reactants are: [CH:1]([N:4]1[CH:9]2[CH2:10][CH2:11][CH2:12][CH:5]1[CH2:6][C:7](=O)[CH2:8]2)([CH3:3])[CH3:2].N1C=CC=CC=1.Cl.[NH2:21][OH:22]. (4) Given the product [CH3:15][O:16][C:17]1[N:22]=[CH:21][C:20]([NH:23][C:24]2[N:25]=[CH:26][C:27]([CH2:40][N:41]3[CH2:42][CH2:43][N:44]([C:9](=[O:10])[CH3:8])[CH2:45][CH2:46]3)=[CH:28][C:29]=2[C:30]2[N:38]=[C:37]([CH3:39])[N:36]=[C:35]3[C:31]=2[N:32]=[CH:33][NH:34]3)=[CH:19][CH:18]=1, predict the reactants needed to synthesize it. The reactants are: C(N(CC)CC)C.[CH3:8][C:9](OC(C)=O)=[O:10].[CH3:15][O:16][C:17]1[N:22]=[CH:21][C:20]([NH:23][C:24]2[C:29]([C:30]3[N:38]=[C:37]([CH3:39])[N:36]=[C:35]4[C:31]=3[N:32]=[CH:33][NH:34]4)=[CH:28][C:27]([CH2:40][N:41]3[CH2:46][CH2:45][NH:44][CH2:43][CH2:42]3)=[CH:26][N:25]=2)=[CH:19][CH:18]=1.C(Cl)Cl. (5) Given the product [CH3:4][C:3]1([CH3:5])[CH:2]([C:7]([OH:9])=[O:8])[NH:1][C:12]([C:13]([OH:15])=[O:14])=[CH:11][S:6]1, predict the reactants needed to synthesize it. The reactants are: [NH2:1][C@H:2]([C:7]([OH:9])=[O:8])[C:3]([SH:6])([CH3:5])[CH3:4].Br[CH2:11][C:12](=O)[C:13]([O:15]CC)=[O:14].C(=O)(O)[O-].[Na+]. (6) Given the product [C:23]([O:22][C:20]([NH:19][C@H:15]([CH2:14][CH2:13][CH2:12][C:9]1[CH:10]=[CH:11][C:6]([CH2:5][CH2:4][CH2:3][CH2:2][NH:1][C:49]([NH2:52])=[N:48][C:46]([C:39]2[C:38]([NH2:37])=[N:43][C:42]([NH2:44])=[C:41]([Cl:45])[N:40]=2)=[O:47])=[CH:7][CH:8]=1)[C:16]([OH:18])=[O:17])=[O:21])([CH3:26])([CH3:25])[CH3:24], predict the reactants needed to synthesize it. The reactants are: [NH2:1][CH2:2][CH2:3][CH2:4][CH2:5][C:6]1[CH:11]=[CH:10][C:9]([CH2:12][CH2:13][CH2:14][C@@H:15]([NH:19][C:20]([O:22][C:23]([CH3:26])([CH3:25])[CH3:24])=[O:21])[C:16]([OH:18])=[O:17])=[CH:8][CH:7]=1.C(N(C(C)C)CC)(C)C.I.[NH2:37][C:38]1[C:39]([C:46]([NH:48][C:49](=[NH:52])SC)=[O:47])=[N:40][C:41]([Cl:45])=[C:42]([NH2:44])[N:43]=1.